This data is from Full USPTO retrosynthesis dataset with 1.9M reactions from patents (1976-2016). The task is: Predict the reactants needed to synthesize the given product. Given the product [NH2:1][C:2]1[C:6]([C:7]([O:9][CH2:10][CH3:11])=[O:8])=[CH:5][N:4]([C:12]2[CH:13]=[C:14]([C:23]3[CH:24]=[CH:25][CH:26]=[CH:27][C:22]=3[O:21][C:20]([F:19])([F:32])[F:31])[CH:15]=[CH:16][CH:17]=2)[N:3]=1, predict the reactants needed to synthesize it. The reactants are: [NH2:1][C:2]1[C:6]([C:7]([O:9][CH2:10][CH3:11])=[O:8])=[CH:5][N:4]([C:12]2[CH:17]=[CH:16][CH:15]=[C:14](Br)[CH:13]=2)[N:3]=1.[F:19][C:20]([F:32])([F:31])[O:21][C:22]1[CH:27]=[CH:26][CH:25]=[CH:24][C:23]=1B(O)O.C(=O)([O-])[O-].[Na+].[Na+].